This data is from Full USPTO retrosynthesis dataset with 1.9M reactions from patents (1976-2016). The task is: Predict the reactants needed to synthesize the given product. (1) Given the product [CH3:13][C:12]1[C:7]([O:6][C:5]2[CH:4]=[C:3]([CH:16]=[CH:15][CH:14]=2)[CH2:2][P:20](=[O:24])([O:21][CH2:22][CH3:23])[O:19][CH2:17][CH3:18])=[N:8][CH:9]=[CH:10][CH:11]=1, predict the reactants needed to synthesize it. The reactants are: Cl[CH2:2][C:3]1[CH:4]=[C:5]([CH:14]=[CH:15][CH:16]=1)[O:6][C:7]1[C:12]([CH3:13])=[CH:11][CH:10]=[CH:9][N:8]=1.[CH2:17]([O:19][P:20]([O:24]CC)[O:21][CH2:22][CH3:23])[CH3:18].O. (2) The reactants are: [Cl:1][C:2]1[CH:3]=[C:4]2[C:9](=[CH:10][C:11]=1[O:12][C:13]1[CH:18]=[CH:17][C:16](I)=[CH:15][C:14]=1[CH3:20])[O:8][CH:7]([C:21]([F:24])([F:23])[F:22])[C:6]([C:25]([O:27]CC)=[O:26])=[CH:5]2.[Cu][C:31]#[N:32].C(OCC)(=O)C.[OH-].[Li+]. Given the product [Cl:1][C:2]1[CH:3]=[C:4]2[C:9](=[CH:10][C:11]=1[O:12][C:13]1[CH:18]=[CH:17][C:16]([C:31]#[N:32])=[CH:15][C:14]=1[CH3:20])[O:8][CH:7]([C:21]([F:24])([F:22])[F:23])[C:6]([C:25]([OH:27])=[O:26])=[CH:5]2, predict the reactants needed to synthesize it.